From a dataset of Reaction yield outcomes from USPTO patents with 853,638 reactions. Predict the reaction yield, written as a fraction of the theoretical maximum amount of product (1.0 means a 100% yield; for example, 0.34 means a 34% yield). (1) The product is [CH3:52][C:51]1[C:46]([CH2:45][N:34]([CH2:33][C:28]2[CH:27]=[CH:26][C:25]([CH2:24][NH:23][C:19](=[O:20])[N:3]([CH2:1][CH3:2])[C:4]3[CH:9]=[CH:8][CH:7]=[CH:6][CH:5]=3)=[CH:30][C:29]=2[CH2:31][OH:32])[CH:35]2[C:44]3[N:43]=[CH:42][CH:41]=[CH:40][C:39]=3[CH2:38][CH2:37][CH2:36]2)=[N:47][CH:48]=[C:49]([CH3:53])[CH:50]=1. The yield is 0.780. The catalyst is C1(C)C=CC=CC=1.CN(C=O)C. The reactants are [CH2:1]([NH:3][C:4]1[CH:9]=[CH:8][CH:7]=[CH:6][CH:5]=1)[CH3:2].CCN(C(C)C)C(C)C.[C:19](Cl)(Cl)=[O:20].[NH2:23][CH2:24][C:25]1[CH:26]=[CH:27][C:28]([CH2:33][N:34]([CH2:45][C:46]2[C:51]([CH3:52])=[CH:50][C:49]([CH3:53])=[CH:48][N:47]=2)[CH:35]2[C:44]3[N:43]=[CH:42][CH:41]=[CH:40][C:39]=3[CH2:38][CH2:37][CH2:36]2)=[C:29]([CH2:31][OH:32])[CH:30]=1. (2) The reactants are [Si]([O:8][CH2:9][C:10]1[N:11]=[C:12]([Cl:20])[S:13][C:14]=1[C:15]([O:17][CH2:18][CH3:19])=[O:16])(C(C)(C)C)(C)C.C([OH:24])(C)C. The catalyst is CC(C)=O.S(=O)(=O)(O)O.O.[O-2].[O-2].[O-2].[Cr+6]. The product is [Cl:20][C:12]1[S:13][C:14]([C:15]([O:17][CH2:18][CH3:19])=[O:16])=[C:10]([C:9]([OH:8])=[O:24])[N:11]=1. The yield is 0.900. (3) The reactants are [ClH:1].[F:2][CH:3]1[CH:8]([O:9][C:10]2[CH:15]=[CH:14][C:13]([N+:16]([O-:18])=[O:17])=[CH:12][CH:11]=2)[CH2:7][CH2:6][N:5](C(OC(C)(C)C)=O)[CH2:4]1. The catalyst is CO. The product is [ClH:1].[F:2][CH:3]1[CH:8]([O:9][C:10]2[CH:11]=[CH:12][C:13]([N+:16]([O-:18])=[O:17])=[CH:14][CH:15]=2)[CH2:7][CH2:6][NH:5][CH2:4]1. The yield is 1.00.